Dataset: Catalyst prediction with 721,799 reactions and 888 catalyst types from USPTO. Task: Predict which catalyst facilitates the given reaction. (1) Reactant: [N:1]([CH2:4][CH2:5][C:6]1[CH:11]=[CH:10][CH:9]=[CH:8][CH:7]=1)=[C:2]=[O:3].[NH2:12][CH2:13][CH2:14][CH2:15][CH2:16][CH2:17][C:18]([CH3:27])([C:21]1[CH:26]=[CH:25][CH:24]=[CH:23][CH:22]=1)[CH2:19][OH:20]. Product: [OH:20][CH2:19][C:18]([CH3:27])([C:21]1[CH:22]=[CH:23][CH:24]=[CH:25][CH:26]=1)[CH2:17][CH2:16][CH2:15][CH2:14][CH2:13][NH:12][C:2]([NH:1][CH2:4][CH2:5][C:6]1[CH:11]=[CH:10][CH:9]=[CH:8][CH:7]=1)=[O:3]. The catalyst class is: 2. (2) Reactant: [F:1][C:2]([F:15])([F:14])[S:3]([O:6]S(C(F)(F)F)(=O)=O)(=[O:5])=[O:4].O[C:17]1[CH:22]=[CH:21][C:20]([C:23]2[CH:28]=[CH:27][CH:26]=[C:25]([CH2:29][O:30][C:31]3[CH:38]=[CH:37][C:34]([CH:35]=[O:36])=[CH:33][CH:32]=3)[C:24]=2[CH3:39])=[C:19]([CH3:40])[CH:18]=1.N1C=CC=CC=1. Product: [F:1][C:2]([F:15])([F:14])[S:3]([O:6][C:17]1[CH:22]=[CH:21][C:20]([C:23]2[CH:28]=[CH:27][CH:26]=[C:25]([CH2:29][O:30][C:31]3[CH:32]=[CH:33][C:34]([CH:35]=[O:36])=[CH:37][CH:38]=3)[C:24]=2[CH3:39])=[C:19]([CH3:40])[CH:18]=1)(=[O:5])=[O:4]. The catalyst class is: 4. (3) Reactant: [O:1]1[CH:5]2[O:6][CH2:7][CH2:8][CH:4]2[CH:3]([O:9][C:10](=[O:28])[NH:11][CH:12]([CH2:21][C:22]2[CH:27]=[CH:26][CH:25]=[CH:24][CH:23]=2)[CH:13]([OH:20])[CH2:14][NH:15][CH2:16][CH:17]([CH3:19])[CH3:18])[CH2:2]1.C(=O)(O)[O-].[Na+].[O:34]=[C:35]1[CH2:43][C:42]2[C:37](=[CH:38][CH:39]=[C:40]([S:44](Cl)(=[O:46])=[O:45])[CH:41]=2)[NH:36]1. Product: [O:1]1[CH:5]2[O:6][CH2:7][CH2:8][CH:4]2[CH:3]([O:9][C:10](=[O:28])[NH:11][CH:12]([CH2:21][C:22]2[CH:23]=[CH:24][CH:25]=[CH:26][CH:27]=2)[CH:13]([OH:20])[CH2:14][N:15]([CH2:16][CH:17]([CH3:19])[CH3:18])[S:44]([C:40]2[CH:41]=[C:42]3[C:37](=[CH:38][CH:39]=2)[NH:36][C:35](=[O:34])[CH2:43]3)(=[O:45])=[O:46])[CH2:2]1. The catalyst class is: 124.